From a dataset of Forward reaction prediction with 1.9M reactions from USPTO patents (1976-2016). Predict the product of the given reaction. (1) Given the reactants [CH3:1][C:2]1[CH:7]=[C:6]([CH3:8])[CH:5]=[CH:4][C:3]=1[CH:9]([NH:16][C:17](=[O:38])[CH2:18][C:19]1[CH:20]=[CH:21][C:22]2[O:26][C:25]([C:27]3[C:28]([C:33]([O:35]C)=[O:34])=[N:29][O:30][C:31]=3[CH3:32])=[CH:24][C:23]=2[CH:37]=1)[C:10]1[CH:15]=[CH:14][CH:13]=[CH:12][CH:11]=1.C(OCC#N)(C)C, predict the reaction product. The product is: [CH3:1][C:2]1[CH:7]=[C:6]([CH3:8])[CH:5]=[CH:4][C:3]=1[CH:9]([NH:16][C:17](=[O:38])[CH2:18][C:19]1[CH:20]=[CH:21][C:22]2[O:26][C:25]([C:27]3[C:28]([C:33]([OH:35])=[O:34])=[N:29][O:30][C:31]=3[CH3:32])=[CH:24][C:23]=2[CH:37]=1)[C:10]1[CH:15]=[CH:14][CH:13]=[CH:12][CH:11]=1. (2) Given the reactants CC1(C)C[CH:10]([NH2:12])[C:9]2[C:4](=[CH:5][CH:6]=[CH:7]C=2)[O:3]1.[N:14]1[CH:19]=[CH:18][CH:17]=[CH:16][C:15]=1[C:20]1[CH:25]=[CH:24][CH:23]=[CH:22][C:21]=1/[CH:26]=[CH:27]/[C:28]([OH:30])=O.CCN=C=NCCCN(C)C.[ClH:42].[CH:43]1[CH:44]=[CH:45][C:46]2N(O)N=N[C:47]=2[CH:48]=1.C(N(CC)CC)C, predict the reaction product. The product is: [Cl:42][C:43]1[CH:48]=[C:47]2[C:46](=[CH:45][CH:44]=1)[O:3][C:4]1([CH2:5][CH2:6][CH2:7]1)[CH2:9][CH:10]2[NH:12][C:28](=[O:30])/[CH:27]=[CH:26]/[C:21]1[CH:22]=[CH:23][CH:24]=[CH:25][C:20]=1[C:15]1[CH:16]=[CH:17][CH:18]=[CH:19][N:14]=1.